Dataset: Peptide-MHC class I binding affinity with 185,985 pairs from IEDB/IMGT. Task: Regression. Given a peptide amino acid sequence and an MHC pseudo amino acid sequence, predict their binding affinity value. This is MHC class I binding data. (1) The peptide sequence is GKFFAQAFL. The MHC is HLA-A26:01 with pseudo-sequence HLA-A26:01. The binding affinity (normalized) is 0.0847. (2) The peptide sequence is YPIVIAPAM. The MHC is HLA-B07:02 with pseudo-sequence HLA-B07:02. The binding affinity (normalized) is 0.756. (3) The peptide sequence is AVHDFFKFR. The MHC is HLA-A03:01 with pseudo-sequence HLA-A03:01. The binding affinity (normalized) is 0.180. (4) The peptide sequence is MLVGHMPFM. The MHC is HLA-B48:01 with pseudo-sequence HLA-B48:01. The binding affinity (normalized) is 0.0847. (5) The peptide sequence is HTNEDDSNF. The MHC is HLA-A26:01 with pseudo-sequence HLA-A26:01. The binding affinity (normalized) is 0.302. (6) The peptide sequence is AVVADLSAR. The MHC is HLA-A03:01 with pseudo-sequence HLA-A03:01. The binding affinity (normalized) is 0.543. (7) The peptide sequence is DIICEDAMYY. The MHC is HLA-A03:01 with pseudo-sequence HLA-A03:01. The binding affinity (normalized) is 0.0495.